This data is from Full USPTO retrosynthesis dataset with 1.9M reactions from patents (1976-2016). The task is: Predict the reactants needed to synthesize the given product. (1) Given the product [NH2:1][C:2]1[N:3]=[CH:4][C:5]([C:14]([O:16][CH3:17])=[O:15])=[CH:6][C:7]=1[O:8][C@@H:9]1[C:10]([F:22])([F:21])[CH2:11][N:12]([C:14]([O:16][C:17]([CH3:20])([CH3:19])[CH3:18])=[O:15])[CH2:13]1, predict the reactants needed to synthesize it. The reactants are: [NH2:1][C:2]1[C:7]([O:8][C@H:9]2[CH2:13][N:12]([C:14]([O:16][C:17]([CH3:20])([CH3:19])[CH3:18])=[O:15])[CH2:11][C:10]2([F:22])[F:21])=[CH:6][C:5](Br)=[CH:4][N:3]=1.C(N(CC)CC)C. (2) Given the product [CH:45]1([S:48]([N:22]2[CH2:21][CH2:20][C:18]3[N:19]=[C:14]([C:11]4[CH:12]=[CH:13][C:8]([NH:7][C:5]([NH:4][CH2:2][CH3:3])=[O:6])=[CH:9][CH:10]=4)[N:15]=[C:16]([N:24]4[CH2:29][CH2:28][O:27][CH2:26][C@@H:25]4[CH3:30])[C:17]=3[CH2:23]2)(=[O:50])=[O:49])[CH2:47][CH2:46]1, predict the reactants needed to synthesize it. The reactants are: Cl.[CH2:2]([NH:4][C:5]([NH:7][C:8]1[CH:13]=[CH:12][C:11]([C:14]2[N:15]=[C:16]([N:24]3[CH2:29][CH2:28][O:27][CH2:26][C@@H:25]3[CH3:30])[C:17]3[CH2:23][NH:22][CH2:21][CH2:20][C:18]=3[N:19]=2)=[CH:10][CH:9]=1)=[O:6])[CH3:3].CN(C)C=O.C(N(CC)C(C)C)(C)C.[CH:45]1([S:48](Cl)(=[O:50])=[O:49])[CH2:47][CH2:46]1.